From a dataset of Full USPTO retrosynthesis dataset with 1.9M reactions from patents (1976-2016). Predict the reactants needed to synthesize the given product. (1) The reactants are: [NH2:1][CH2:2][CH2:3][O:4][CH:5]([C:16]1[CH:21]=[CH:20][CH:19]=[CH:18][CH:17]=1)[C:6]1[CH:7]=[C:8]([CH:13]=[CH:14][CH:15]=1)[C:9]([O:11][CH3:12])=[O:10].[CH2:22]1COCC1. Given the product [NH2:1][CH2:2][CH2:3][O:4][CH:5]([C:16]1[CH:17]=[C:18]([CH3:22])[CH:19]=[CH:20][CH:21]=1)[C:6]1[CH:7]=[C:8]([CH:13]=[CH:14][CH:15]=1)[C:9]([O:11][CH3:12])=[O:10], predict the reactants needed to synthesize it. (2) Given the product [CH3:17][O:15][C:14]([CH:9]1[CH:10]([OH:13])[CH2:11][CH2:12][N:8]1[C:6]([O:5][C:1]([CH3:4])([CH3:2])[CH3:3])=[O:7])=[O:16], predict the reactants needed to synthesize it. The reactants are: [C:1]([O:5][C:6]([N:8]1[CH2:12][CH2:11][CH:10]([OH:13])[CH:9]1[C:14]([OH:16])=[O:15])=[O:7])([CH3:4])([CH3:3])[CH3:2].[C:17]([O-])([O-])=O.[K+].[K+].IC. (3) Given the product [C:26](=[O:35])([O:31][CH:32]([N:21]1[C:20]2[CH:22]=[CH:23][CH:24]=[CH:25][C:19]=2[N:18]=[C:17]1[S@:15]([CH2:14][C:3]1[C:2]([CH3:1])=[C:7]([O:8][CH2:9][C:10]([F:13])([F:11])[F:12])[CH:6]=[CH:5][N:4]=1)=[O:16])[CH3:33])[O:27][CH:28]([CH3:30])[CH3:29], predict the reactants needed to synthesize it. The reactants are: [CH3:1][C:2]1[C:3]([CH2:14][S@@:15]([C:17]2[NH:21][C:20]3[CH:22]=[CH:23][CH:24]=[CH:25][C:19]=3[N:18]=2)=[O:16])=[N:4][CH:5]=[CH:6][C:7]=1[O:8][CH2:9][C:10]([F:13])([F:12])[F:11].[C:26](=[O:35])([O:31][CH:32](I)[CH3:33])[O:27][CH:28]([CH3:30])[CH3:29].C(=O)([O-])[O-].[Cs+].[Cs+]. (4) Given the product [Cl:10][C:11]1[CH:16]=[CH:15][C:14]([C:17]2[CH:18]=[CH:19][C:20]([I:8])=[N:21][CH:22]=2)=[CH:13][CH:12]=1, predict the reactants needed to synthesize it. The reactants are: C(ON=O)(C)(C)C.[I:8]I.[Cl:10][C:11]1[CH:16]=[CH:15][C:14]([C:17]2[CH:18]=[CH:19][C:20](N)=[N:21][CH:22]=2)=[CH:13][CH:12]=1.C(Cl)Cl.